This data is from Forward reaction prediction with 1.9M reactions from USPTO patents (1976-2016). The task is: Predict the product of the given reaction. (1) Given the reactants [C:1]([O:5][C:6]([C:8]1[CH:13]=[CH:12][C:11]([CH2:14][C:15](O)=[O:16])=[CH:10][CH:9]=1)=[O:7])([CH3:4])([CH3:3])[CH3:2].O=O.[Cl-].[NH4+], predict the reaction product. The product is: [OH:16][CH2:15][CH2:14][C:11]1[CH:12]=[CH:13][C:8]([C:6]([O:5][C:1]([CH3:2])([CH3:4])[CH3:3])=[O:7])=[CH:9][CH:10]=1. (2) Given the reactants [C:1](=O)([O-])[O-].[Cs+].[Cs+].[F:7][C:8]1[CH:13]=[CH:12][C:11]([S:14][C:15]2[C:16]([CH3:32])=[N:17][N:18]([CH2:22][CH2:23][NH:24][C:25](=[O:31])[O:26][C:27]([CH3:30])([CH3:29])[CH3:28])[C:19]=2[CH2:20][OH:21])=[CH:10][CH:9]=1.CI.Cl, predict the reaction product. The product is: [F:7][C:8]1[CH:13]=[CH:12][C:11]([S:14][C:15]2[C:16]([CH3:32])=[N:17][N:18]([CH2:22][CH2:23][NH:24][C:25](=[O:31])[O:26][C:27]([CH3:28])([CH3:29])[CH3:30])[C:19]=2[CH2:20][O:21][CH3:1])=[CH:10][CH:9]=1. (3) The product is: [NH2:7][C@H:6]([C:5]([OH:15])=[O:4])[CH2:8][CH2:9][CH2:10][NH:11][C:12](=[NH:13])[NH2:14]. Given the reactants Cl.Cl.C[O:4][C:5](=[O:15])[C@H:6]([CH2:8][CH2:9][CH2:10][NH:11][C:12](=[NH:14])[NH2:13])[NH2:7].O.O.O.O.O.O.O.O.O.O.O.O.OP([O-])([O-])=O.[Na+].[Na+], predict the reaction product.